Dataset: Reaction yield outcomes from USPTO patents with 853,638 reactions. Task: Predict the reaction yield, written as a fraction of the theoretical maximum amount of product (1.0 means a 100% yield; for example, 0.34 means a 34% yield). (1) The reactants are C[C@@H]([NH3+])C1C=CC=CC=1.[CH2:10]([C@H:14]([CH2:18][OH:19])[C:15]([O-:17])=[O:16])[CH2:11][CH2:12][CH3:13].C(OC(C)C)(=O)C. The catalyst is Cl. The product is [CH2:10]([C@H:14]([CH2:18][OH:19])[C:15]([OH:17])=[O:16])[CH2:11][CH2:12][CH3:13]. The yield is 0.980. (2) The yield is 0.350. The catalyst is CC(OC)(C)C.CC(C)=O.O. The product is [C:12]([O:20][CH:21]([O:25][C:26]([NH:11][CH2:10][C@H:2]1[CH2:3][CH2:4][C@H:5]([C:7]([OH:9])=[O:8])[CH2:6][CH2:1]1)=[O:27])[CH:22]([CH3:24])[CH3:23])(=[O:19])[C:13]1[CH:18]=[CH:17][CH:16]=[CH:15][CH:14]=1. The reactants are [CH2:1]1[CH2:6][C@H:5]([C:7]([OH:9])=[O:8])[CH2:4][CH2:3][C@H:2]1[CH2:10][NH2:11].[C:12]([O:20][CH:21]([O:25][C:26](ON1C(=O)CCC1=O)=[O:27])[CH:22]([CH3:24])[CH3:23])(=[O:19])[C:13]1[CH:18]=[CH:17][CH:16]=[CH:15][CH:14]=1. (3) The reactants are [Cl:1][C:2]1[CH:7]=[CH:6][C:5]([NH:8][C:9]2[CH:14]=[CH:13][CH:12]=[CH:11][C:10]=2[C:15](O)([CH3:17])[CH3:16])=[CH:4][CH:3]=1.CS(O)(=O)=O. The catalyst is C1(C)C=CC=CC=1. The product is [Cl:1][C:2]1[CH:7]=[CH:6][C:5]2[NH:8][C:9]3[C:10](=[CH:11][CH:12]=[CH:13][CH:14]=3)[C:15]([CH3:17])([CH3:16])[C:4]=2[CH:3]=1. The yield is 0.890. (4) The reactants are [Cl:1][C:2]1[CH:3]=[CH:4][C:5]([O:11][CH3:12])=[C:6]([C:8](=[O:10])[CH3:9])[CH:7]=1.[H-].[Al+3].[Li+].[H-].[H-].[H-].C(OCC)(=O)C. The catalyst is O1CCCC1. The product is [Cl:1][C:2]1[CH:3]=[CH:4][C:5]([O:11][CH3:12])=[C:6]([CH:8]([OH:10])[CH3:9])[CH:7]=1. The yield is 0.860.